This data is from Reaction yield outcomes from USPTO patents with 853,638 reactions. The task is: Predict the reaction yield, written as a fraction of the theoretical maximum amount of product (1.0 means a 100% yield; for example, 0.34 means a 34% yield). The reactants are OC(C(F)(F)F)=O.[NH2:8][C@@H:9]1[CH2:13][CH2:12][CH2:11][C@H:10]1[OH:14].[C:15]1([C:21]([C:23]2[CH:28]=[CH:27][CH:26]=[CH:25][CH:24]=2)=N)[CH:20]=[CH:19][CH:18]=[CH:17][CH:16]=1. The catalyst is C(Cl)Cl. The product is [C:15]1([C:21](=[N:8][C@@H:9]2[CH2:13][CH2:12][CH2:11][C@H:10]2[OH:14])[C:23]2[CH:24]=[CH:25][CH:26]=[CH:27][CH:28]=2)[CH:20]=[CH:19][CH:18]=[CH:17][CH:16]=1. The yield is 0.900.